Dataset: Catalyst prediction with 721,799 reactions and 888 catalyst types from USPTO. Task: Predict which catalyst facilitates the given reaction. (1) Reactant: [C:1]1([C:7]2[N:14]3[C:10]([S:11][CH:12]=[CH:13]3)=[N:9][C:8]=2[C:15]2[CH:24]=[CH:23][C:18]([C:19](OC)=[O:20])=[CH:17][CH:16]=2)[CH:6]=[CH:5][CH:4]=[CH:3][CH:2]=1.[H-].[Al+3].[Li+].[H-].[H-].[H-]. Product: [C:1]1([C:7]2[N:14]3[C:10]([S:11][CH:12]=[CH:13]3)=[N:9][C:8]=2[C:15]2[CH:16]=[CH:17][C:18]([CH2:19][OH:20])=[CH:23][CH:24]=2)[CH:2]=[CH:3][CH:4]=[CH:5][CH:6]=1. The catalyst class is: 1. (2) Reactant: [CH3:1][CH:2]([CH3:33])[C@H:3]([N:7]([C:26](=[O:32])[CH2:27][CH2:28][C:29](=[O:31])[CH3:30])[CH2:8][C:9]1[CH:14]=[CH:13][C:12]([C:15]2[CH:20]=[CH:19][CH:18]=[CH:17][C:16]=2[C:21]2[NH:25][N:24]=[N:23][N:22]=2)=[CH:11][CH:10]=1)[C:4]([OH:6])=[O:5].[BH4-].[Na+]. Product: [OH:31][CH:29]([CH3:30])[CH2:28][CH2:27][C:26]([N:7]([CH2:8][C:9]1[CH:14]=[CH:13][C:12]([C:15]2[CH:20]=[CH:19][CH:18]=[CH:17][C:16]=2[C:21]2[NH:25][N:24]=[N:23][N:22]=2)=[CH:11][CH:10]=1)[C@@H:3]([CH:2]([CH3:1])[CH3:33])[C:4]([OH:6])=[O:5])=[O:32]. The catalyst class is: 5. (3) Product: [Cl:19][C:15]1[CH:14]=[C:13]([CH:11]2[CH2:12][NH:8][CH2:9][CH:10]2[N:20]([CH3:32])[CH2:21][C:22]2[CH:27]=[CH:26][C:25]([C:28]([F:31])([F:29])[F:30])=[CH:24][CH:23]=2)[CH:18]=[CH:17][CH:16]=1. The catalyst class is: 23. Reactant: C([N:8]1[CH2:12][CH:11]([C:13]2[CH:18]=[CH:17][CH:16]=[C:15]([Cl:19])[CH:14]=2)[CH:10]([N:20]([CH3:32])[CH2:21][C:22]2[CH:27]=[CH:26][C:25]([C:28]([F:31])([F:30])[F:29])=[CH:24][CH:23]=2)[CH2:9]1)C1C=CC=CC=1.ClC(OCC(Cl)(Cl)Cl)=O.